Dataset: Full USPTO retrosynthesis dataset with 1.9M reactions from patents (1976-2016). Task: Predict the reactants needed to synthesize the given product. (1) Given the product [CH3:1][O:2][CH2:3][O:4][C@H:5]1[CH2:9][CH2:8][N:7]([CH2:10][C@@H:11]([N:18]([C:20]2[CH:21]=[CH:22][C:23]([C:24]([OH:26])=[O:25])=[CH:28][CH:29]=2)[CH3:19])[C:12]2[CH:17]=[CH:16][CH:15]=[CH:14][CH:13]=2)[CH2:6]1, predict the reactants needed to synthesize it. The reactants are: [CH3:1][O:2][CH2:3][O:4][C@H:5]1[CH2:9][CH2:8][N:7]([CH2:10][C@@H:11]([N:18]([C:20]2[CH:29]=[CH:28][C:23]([C:24]([O:26]C)=[O:25])=[CH:22][CH:21]=2)[CH3:19])[C:12]2[CH:17]=[CH:16][CH:15]=[CH:14][CH:13]=2)[CH2:6]1.[OH-].[Na+]. (2) Given the product [C:27]([O:26][C:22](=[O:25])[CH:23]=[CH:24][C:18]1[CH:19]=[CH:20][C:15]([C:12]2[CH:13]=[CH:14][C:9]([O:8][C:6]([O:5][C:1]([CH3:4])([CH3:3])[CH3:2])=[O:7])=[CH:10][CH:11]=2)=[CH:16][CH:17]=1)([CH3:30])([CH3:29])[CH3:28], predict the reactants needed to synthesize it. The reactants are: [C:1]([O:5][C:6]([O:8][C:9]1[CH:14]=[CH:13][C:12]([C:15]2[CH:20]=[CH:19][C:18](Br)=[CH:17][CH:16]=2)=[CH:11][CH:10]=1)=[O:7])([CH3:4])([CH3:3])[CH3:2].[C:22]([O:26][C:27]([CH3:30])([CH3:29])[CH3:28])(=[O:25])[CH:23]=[CH2:24].C(N(CC)CC)C. (3) The reactants are: [Cl:1][C:2]1[N:11]=[C:10](Cl)[C:9]2[C:4](=[CH:5][C:6]([O:15][CH3:16])=[C:7]([O:13][CH3:14])[CH:8]=2)[N:3]=1.[NH2:17][C:18]1[CH:19]=[C:20]2[C:24](=[CH:25][CH:26]=1)[NH:23][N:22]=[CH:21]2.C([O-])(=O)C.[K+]. Given the product [Cl:1][C:2]1[N:11]=[C:10]([NH:17][C:18]2[CH:19]=[C:20]3[C:24](=[CH:25][CH:26]=2)[NH:23][N:22]=[CH:21]3)[C:9]2[C:4](=[CH:5][C:6]([O:15][CH3:16])=[C:7]([O:13][CH3:14])[CH:8]=2)[N:3]=1, predict the reactants needed to synthesize it. (4) Given the product [F:1][C:2]1[CH:3]=[C:4]([C:9](=[O:28])[CH:15]([C:17]2[CH:22]=[C:21]([CH3:23])[CH:20]=[C:19]([CH3:24])[CH:18]=2)[OH:16])[CH:5]=[C:6]([F:8])[CH:7]=1, predict the reactants needed to synthesize it. The reactants are: [F:1][C:2]1[CH:3]=[C:4]([C:9]2([CH:15]([C:17]3[CH:22]=[C:21]([CH3:23])[CH:20]=[C:19]([CH3:24])[CH:18]=3)[OH:16])SCCCS2)[CH:5]=[C:6]([F:8])[CH:7]=1.FC(F)(F)C(OC1C(OC(=O)C(F)(F)F)=C(I)C=CC=1)=[O:28].CCCCCC.C(OCC)(=O)C. (5) Given the product [N:15]1([CH:11]([C:3]2[CH:4]=[CH:5][S:1][CH:2]=2)[C:12]([OH:14])=[O:13])[CH2:20][CH2:19][CH2:18][CH2:17][CH2:16]1, predict the reactants needed to synthesize it. The reactants are: [S:1]1[CH:5]=[CH:4][C:3](B(O)O)=[CH:2]1.O.O=[CH:11][C:12]([OH:14])=[O:13].[NH:15]1[CH2:20][CH2:19][CH2:18][CH2:17][CH2:16]1. (6) Given the product [C:18]([O:22][C:23]([N:25]1[CH2:30][CH2:29][CH:28]([O:1][C:2]2[CH:11]=[C:10]([O:12][CH2:13][C:14]([F:15])([F:16])[F:17])[CH:9]=[CH:8][C:3]=2[C:4]([O:6][CH3:7])=[O:5])[CH2:27][CH2:26]1)=[O:24])([CH3:21])([CH3:19])[CH3:20], predict the reactants needed to synthesize it. The reactants are: [OH:1][C:2]1[CH:11]=[C:10]([O:12][CH2:13][C:14]([F:17])([F:16])[F:15])[CH:9]=[CH:8][C:3]=1[C:4]([O:6][CH3:7])=[O:5].[C:18]([O:22][C:23]([N:25]1[CH2:30][CH2:29][CH:28](O)[CH2:27][CH2:26]1)=[O:24])([CH3:21])([CH3:20])[CH3:19]. (7) Given the product [Br:6][C:7]1[CH:14]=[CH:5][C:4]2[O:3][CH:2]=[C:1]([C:19]([O:21][CH2:22][CH3:23])=[O:20])[C:9]=2[CH:8]=1, predict the reactants needed to synthesize it. The reactants are: [CH3:1][CH2:2][O:3][CH2:4][CH3:5].[Br:6][C:7]1[CH:8]=[CH:9]C(O)=C([CH:14]=1)C=O.[N+](=C[C:19]([O:21][CH2:22][CH3:23])=[O:20])=[N-].N#N.OS(O)(=O)=O.C([O-])([O-])=O.[Na+].[Na+].